This data is from Peptide-MHC class I binding affinity with 185,985 pairs from IEDB/IMGT. The task is: Regression. Given a peptide amino acid sequence and an MHC pseudo amino acid sequence, predict their binding affinity value. This is MHC class I binding data. (1) The peptide sequence is FYLFTFTIY. The MHC is HLA-A69:01 with pseudo-sequence HLA-A69:01. The binding affinity (normalized) is 0.0847. (2) The peptide sequence is QTIVFIWFI. The MHC is HLA-A32:01 with pseudo-sequence HLA-A32:01. The binding affinity (normalized) is 0.309.